Dataset: Forward reaction prediction with 1.9M reactions from USPTO patents (1976-2016). Task: Predict the product of the given reaction. Given the reactants [NH:1]([C:21]([O:23][CH2:24][C:25]1[CH:30]=[CH:29][CH:28]=[CH:27][CH:26]=1)=[O:22])[C@H:2]([C:4](N[C@H](C(N1CCC[C@H]1C(O)=O)=O)C(C)C)=[O:5])[CH3:3].Cl.[NH2:32][C@H:33]([C:39]([N:41]1[CH2:45][CH2:44][CH2:43][CH2:42]1)=[O:40])[CH2:34][CH2:35]C(=O)N.CN1CC[O:50][CH2:49][CH2:48]1.[N+](=[CH2:55])=[N-].[BrH:56], predict the reaction product. The product is: [NH:1]([C:21]([O:23][CH2:24][C:25]1[CH:30]=[CH:29][CH:28]=[CH:27][CH:26]=1)=[O:22])[C@H:2]([C:4]([NH:32][C@H:33]([C:39]([N:41]1[CH2:42][CH2:43][CH2:44][C@H:45]1[C:49]([CH2:48][Br:56])=[O:50])=[O:40])[CH:34]([CH3:35])[CH3:55])=[O:5])[CH3:3].